This data is from Forward reaction prediction with 1.9M reactions from USPTO patents (1976-2016). The task is: Predict the product of the given reaction. (1) Given the reactants [C:1]([O:5][C:6]([NH:8][C@@:9]([CH2:27][CH:28]=O)([CH2:14][CH2:15][CH2:16][CH2:17][B:18]1[O:22][C:21]([CH3:24])([CH3:23])[C:20]([CH3:26])([CH3:25])[O:19]1)[C:10]([O:12][CH3:13])=[O:11])=[O:7])([CH3:4])([CH3:3])[CH3:2].[CH2:30]1[C:39]2[C:34](=[CH:35][CH:36]=[CH:37][CH:38]=2)[CH2:33][C@@H:32]([CH2:40][OH:41])[NH:31]1.C(O[BH-](OC(=O)C)OC(=O)C)(=O)C.[Na+], predict the reaction product. The product is: [C:1]([O:5][C:6]([NH:8][C@@:9]([CH2:27][CH2:28][N:31]1[C@H:32]([CH2:40][OH:41])[CH2:33][C:34]2[C:39](=[CH:38][CH:37]=[CH:36][CH:35]=2)[CH2:30]1)([CH2:14][CH2:15][CH2:16][CH2:17][B:18]1[O:19][C:20]([CH3:26])([CH3:25])[C:21]([CH3:24])([CH3:23])[O:22]1)[C:10]([O:12][CH3:13])=[O:11])=[O:7])([CH3:4])([CH3:3])[CH3:2]. (2) Given the reactants Cl.[NH2:2][C@@H:3]1[C:11]2[C:6](=[C:7]([C:12]3[N:16]=[C:15]([C:17]4[CH:18]=[CH:19][C:20]([O:25][CH:26]([CH3:28])[CH3:27])=[C:21]([CH:24]=4)[C:22]#[N:23])[S:14][N:13]=3)[CH:8]=[CH:9][CH:10]=2)[CH2:5][CH2:4]1.CCN(C(C)C)C(C)C.[CH3:38][O:39][C:40](=[O:46])[CH2:41][S:42](Cl)(=[O:44])=[O:43], predict the reaction product. The product is: [C:22]([C:21]1[CH:24]=[C:17]([C:15]2[S:14][N:13]=[C:12]([C:7]3[CH:8]=[CH:9][CH:10]=[C:11]4[C:6]=3[CH2:5][CH2:4][C@@H:3]4[NH:2][S:42]([CH2:41][C:40]([O:39][CH3:38])=[O:46])(=[O:44])=[O:43])[N:16]=2)[CH:18]=[CH:19][C:20]=1[O:25][CH:26]([CH3:28])[CH3:27])#[N:23]. (3) Given the reactants [CH3:1][N:2]([CH2:10][CH2:11][CH2:12][OH:13])[C:3]([O:5][C:6]([CH3:9])([CH3:8])[CH3:7])=[O:4].CC(OI1(OC(C)=O)(OC(C)=O)OC(=O)C2C=CC=CC1=2)=O, predict the reaction product. The product is: [CH3:1][N:2]([CH2:10][CH2:11][CH:12]=[O:13])[C:3](=[O:4])[O:5][C:6]([CH3:9])([CH3:7])[CH3:8]. (4) Given the reactants O.[CH2:2]([O:9][C:10]1[CH:39]=[CH:38][CH:37]=[CH:36][C:11]=1[O:12][C:13]1[CH:18]=[C:17]([N:19]2[C:24](=[O:25])[CH:23]=[C:22]([C:26]([F:29])([F:28])[F:27])[N:21]([CH3:30])[C:20]2=[O:31])[C:16]([F:32])=[CH:15][C:14]=1[N+:33]([O-])=O)[C:3]1[CH:8]=[CH:7][CH:6]=[CH:5][CH:4]=1, predict the reaction product. The product is: [CH2:2]([O:9][C:10]1[CH:39]=[CH:38][CH:37]=[CH:36][C:11]=1[O:12][C:13]1[CH:18]=[C:17]([N:19]2[C:24](=[O:25])[CH:23]=[C:22]([C:26]([F:27])([F:28])[F:29])[N:21]([CH3:30])[C:20]2=[O:31])[C:16]([F:32])=[CH:15][C:14]=1[NH2:33])[C:3]1[CH:4]=[CH:5][CH:6]=[CH:7][CH:8]=1. (5) Given the reactants [CH3:1][N:2]1[C:6]([S:7][C:8]2[CH:9]=[C:10]([CH:18]=[CH:19][CH:20]=2)[O:11][C@@H:12]([CH3:17])[C:13]([O:15]C)=[O:14])=[C:5]([CH:21]=[CH2:22])[C:4]([CH3:23])=[N:3]1.O.[OH-].[Li+].C(OCC)(=O)C, predict the reaction product. The product is: [CH3:1][N:2]1[C:6]([S:7][C:8]2[CH:9]=[C:10]([CH:18]=[CH:19][CH:20]=2)[O:11][C@@H:12]([CH3:17])[C:13]([OH:15])=[O:14])=[C:5]([CH:21]=[CH2:22])[C:4]([CH3:23])=[N:3]1. (6) Given the reactants [NH2:1][C:2]1[CH:7]=[CH:6][C:5]([N:8]2[CH2:13][CH2:12][CH:11]([OH:14])[CH2:10][CH2:9]2)=[C:4]([F:15])[CH:3]=1.C[Al](C)C.N#N.[NH:22](/[C:26](/[CH3:32])=[CH:27]\[C:28](OC)=[O:29])[C:23]([CH3:25])=O, predict the reaction product. The product is: [F:15][C:4]1[CH:3]=[C:2]([N:1]2[C:28](=[O:29])[CH:27]=[C:26]([CH3:32])[N:22]=[C:23]2[CH3:25])[CH:7]=[CH:6][C:5]=1[N:8]1[CH2:13][CH2:12][CH:11]([OH:14])[CH2:10][CH2:9]1. (7) Given the reactants [CH2:1]([C@H:3]([CH2:6][CH2:7][N+:8]([O-:10])=[O:9])[CH2:4][OH:5])[CH3:2].C([OH:14])(C)C.N[C@H](C(OC)=O)CC1C=CC=CC=1.N[C@@H](C(OC)=O)CC1C=CC=CC=1, predict the reaction product. The product is: [CH2:1]([C@H:3]([CH2:6][CH2:7][N+:8]([O-:10])=[O:9])[C:4]([OH:14])=[O:5])[CH3:2].